From a dataset of Peptide-MHC class II binding affinity with 134,281 pairs from IEDB. Regression. Given a peptide amino acid sequence and an MHC pseudo amino acid sequence, predict their binding affinity value. This is MHC class II binding data. (1) The binding affinity (normalized) is 0.898. The peptide sequence is KMYFNLIDTKCYKLEHPV. The MHC is DRB5_0101 with pseudo-sequence DRB5_0101. (2) The peptide sequence is RDLLLIVTRIVELLGR. The MHC is DRB1_0901 with pseudo-sequence DRB1_0901. The binding affinity (normalized) is 0.431. (3) The peptide sequence is KDFTFVCPTEIVEFAKQ. The MHC is HLA-DQA10301-DQB10302 with pseudo-sequence HLA-DQA10301-DQB10302. The binding affinity (normalized) is 0.576. (4) The peptide sequence is KGIQIIYTRNHEVKS. The MHC is DRB3_0101 with pseudo-sequence DRB3_0101. The binding affinity (normalized) is 0.499.